From a dataset of Choline transporter screen with 302,306 compounds. Binary Classification. Given a drug SMILES string, predict its activity (active/inactive) in a high-throughput screening assay against a specified biological target. (1) The molecule is S(Cc1ccccc1)CC(=O)Nc1ccc(cc1)C(OC)=O. The result is 0 (inactive). (2) The compound is O=C(NC1CCCCC1)CNC(=O)c1nn(c(=O)c2c1cccc2)c1c(OC)cc(OC)cc1. The result is 0 (inactive). (3) The molecule is Brc1cc(sc1)/C=N\NC(=O)CN1CCN(CC1)CC. The result is 0 (inactive). (4) The molecule is S(=O)(=O)(C1C2CC(C1\C=C\S(=O)(=O)CCCC)C=C2)CCCC. The result is 0 (inactive). (5) The compound is Clc1cc(NC(=O)N2CCN(CCC2)Cc2ccccc2)cc(Cl)c1. The result is 0 (inactive). (6) The molecule is S(=O)(=O)(N1CCN(CC1)c1c(F)cccc1)CCNC(=O)CCC1CCCCC1. The result is 0 (inactive). (7) The drug is O=C(NC1CCCc2c1cccc2)c1c(c([N+]([O-])=O)ccc1)C. The result is 0 (inactive). (8) The compound is O=c1n(c2c(c(NC3CCCCC3)c1[N+]([O-])=O)cccc2)c1ccccc1. The result is 0 (inactive). (9) The compound is s1nc(c(N)c1C(=O)N(C(c1occc1)C(=O)NCc1ccc(OC)cc1)c1c(OC)cccc1)C(=O)N. The result is 0 (inactive).